This data is from Catalyst prediction with 721,799 reactions and 888 catalyst types from USPTO. The task is: Predict which catalyst facilitates the given reaction. Product: [Cl:14][C:15]1[CH:20]=[CH:19][CH:18]=[C:17]([N:1]2[CH:5]=[CH:4][C:3]([C:6]3[CH:11]=[CH:10][CH:9]=[CH:8][N:7]=3)=[CH:2]2)[N:16]=1. The catalyst class is: 3. Reactant: [NH:1]1[CH:5]=[CH:4][C:3]([C:6]2[CH:11]=[CH:10][CH:9]=[CH:8][N:7]=2)=[CH:2]1.[H-].[Na+].[Cl:14][C:15]1[CH:20]=[CH:19][CH:18]=[C:17](Cl)[N:16]=1.